From a dataset of Forward reaction prediction with 1.9M reactions from USPTO patents (1976-2016). Predict the product of the given reaction. (1) The product is: [CH3:1][N:2]([CH2:4][C:5]1[C:13]2[O:12][N:11]=[C:10]([CH2:14][CH2:15][CH:16]3[CH2:21][CH2:20][N:19]([CH2:22][C:23]([CH3:43])([CH3:44])[CH2:24][OH:25])[CH2:18][CH2:17]3)[C:9]=2[CH:8]=[CH:7][C:6]=1[O:45][CH2:46][CH2:47][CH3:48])[CH3:3]. Given the reactants [CH3:1][N:2]([CH2:4][C:5]1[C:13]2[O:12][N:11]=[C:10]([CH2:14][CH2:15][CH:16]3[CH2:21][CH2:20][N:19]([CH2:22][C:23]([CH3:44])([CH3:43])[CH2:24][O:25][Si](C(C)(C)C)(C4C=CC=CC=4)C4C=CC=CC=4)[CH2:18][CH2:17]3)[C:9]=2[CH:8]=[CH:7][C:6]=1[O:45][CH2:46][CH2:47][CH3:48])[CH3:3].[F-].C([N+](CCCC)(CCCC)CCCC)CCC.C(OCC)(=O)C, predict the reaction product. (2) The product is: [Br:1][C:2]1[CH:3]=[C:4]([S:8]([N:12]2[CH2:17][CH2:16][O:15][CH2:14][CH2:13]2)(=[O:10])=[O:9])[CH:5]=[CH:6][CH:7]=1. Given the reactants [Br:1][C:2]1[CH:3]=[C:4]([S:8](Cl)(=[O:10])=[O:9])[CH:5]=[CH:6][CH:7]=1.[NH:12]1[CH2:17][CH2:16][O:15][CH2:14][CH2:13]1, predict the reaction product. (3) Given the reactants C1C(CCC(C2C(O)=CC(O)=CC=2O[C@@H:18]2O[C@H:22]([CH2:24][OH:25])[C@@H:21]([OH:26])[C@H:20](O)[C@H:19]2[OH:28])=O)=CC=C(O)C=1.C([O-])(=[O:34])C.[Na+], predict the reaction product. The product is: [CH3:18][C:19]([CH2:20][C:21]([CH2:22][C:24]([OH:34])=[O:25])=[O:26])=[O:28]. (4) Given the reactants O[CH2:2][CH2:3][C:4]1[CH:13]=[C:12]([O:14][CH3:15])[C:7]2[C:8](=[O:11])[O:9][CH2:10][C:6]=2[CH:5]=1.CS(Cl)(=O)=O.[Cl-].[NH4+].C1CCN2C(=NCCC2)CC1, predict the reaction product. The product is: [CH3:15][O:14][C:12]1[C:7]2[C:8](=[O:11])[O:9][CH2:10][C:6]=2[CH:5]=[C:4]([CH:3]=[CH2:2])[CH:13]=1. (5) Given the reactants [Br:1][C:2]1[CH:3]=[C:4]([CH:7]=[CH:8][C:9]=1[S:10](=[O:15])(=[O:14])[N:11]([CH3:13])[CH3:12])[CH2:5]O.S(Cl)([Cl:18])=O, predict the reaction product. The product is: [Br:1][C:2]1[CH:3]=[C:4]([CH:7]=[CH:8][C:9]=1[S:10](=[O:15])(=[O:14])[N:11]([CH3:13])[CH3:12])[CH2:5][Cl:18]. (6) Given the reactants CC1(C)C2C=CC=C(P(C3C=CC=CC=3)C3C=CC=CC=3)C=2OC2C1=CC=CC=2P(C1C=CC=CC=1)C1C=CC=CC=1.[CH3:43][O:44][C:45]1[CH:50]=[CH:49][CH:48]=[CH:47][C:46]=1[C:51]1[C:52]2[N:53]([N:57]=[C:58]([NH2:60])[N:59]=2)[CH:54]=[CH:55][CH:56]=1.Br[C:62]1[CH:67]=[CH:66][C:65]([N:68]2[CH2:73][CH2:72][O:71][CH2:70][CH2:69]2)=[CH:64][CH:63]=1.C(=O)([O-])[O-].[Cs+].[Cs+], predict the reaction product. The product is: [CH3:43][O:44][C:45]1[CH:50]=[CH:49][CH:48]=[CH:47][C:46]=1[C:51]1[C:52]2[N:53]([N:57]=[C:58]([NH:60][C:62]3[CH:63]=[CH:64][C:65]([N:68]4[CH2:69][CH2:70][O:71][CH2:72][CH2:73]4)=[CH:66][CH:67]=3)[N:59]=2)[CH:54]=[CH:55][CH:56]=1. (7) Given the reactants [CH3:1][C:2]([C:12]1[CH:16]=[C:15]([NH:17][C:18](=[O:34])[C:19]([S:22]([CH2:25][CH:26]2[CH2:31][CH2:30][CH:29]([O:32][CH3:33])[CH2:28][CH2:27]2)(=[O:24])=[O:23])([CH3:21])[CH3:20])[O:14][N:13]=1)([CH3:11])[CH2:3][O:4]C1CCCCO1.CC1C=CC(S(O)(=O)=O)=CC=1, predict the reaction product. The product is: [OH:4][CH2:3][C:2]([C:12]1[CH:16]=[C:15]([NH:17][C:18](=[O:34])[C:19]([S:22]([CH2:25][CH:26]2[CH2:27][CH2:28][CH:29]([O:32][CH3:33])[CH2:30][CH2:31]2)(=[O:24])=[O:23])([CH3:21])[CH3:20])[O:14][N:13]=1)([CH3:1])[CH3:11]. (8) Given the reactants Br[CH2:2][C:3]1[N:7]([CH3:8])[N:6]=[C:5]([N+:9]([O-:11])=[O:10])[CH:4]=1.[NH:12]1[CH2:15][CH2:14][CH2:13]1.[CH2:16]1COCC1, predict the reaction product. The product is: [N:12]1([CH2:2][C:3]2[N:7]([CH2:8][CH3:16])[N:6]=[C:5]([N+:9]([O-:11])=[O:10])[CH:4]=2)[CH2:15][CH2:14][CH2:13]1.